This data is from Catalyst prediction with 721,799 reactions and 888 catalyst types from USPTO. The task is: Predict which catalyst facilitates the given reaction. (1) Reactant: [Cl:1][C:2]1[CH:8]=[C:7](I)[CH:6]=[CH:5][C:3]=1[NH2:4].[CH3:10][C@H:11]1[CH2:16][CH2:15][C@H:14]([C:17]([N:19]([CH:32]([CH3:34])[CH3:33])[C:20]2[CH:21]=[C:22](B(O)O)[S:23][C:24]=2[C:25]([O:27][CH3:28])=[O:26])=[O:18])[CH2:13][CH2:12]1.[F-].[Cs+]. Product: [NH2:4][C:3]1[CH:5]=[CH:6][C:7]([C:22]2[S:23][C:24]([C:25]([O:27][CH3:28])=[O:26])=[C:20]([N:19]([C:17]([C@H:14]3[CH2:15][CH2:16][C@H:11]([CH3:10])[CH2:12][CH2:13]3)=[O:18])[CH:32]([CH3:34])[CH3:33])[CH:21]=2)=[CH:8][C:2]=1[Cl:1]. The catalyst class is: 108. (2) Reactant: [Cl:1][C:2]1[CH:3]=[C:4]2[C:9](=[CH:10][C:11]=1[C:12]([OH:14])=O)[N:8]=[CH:7][N:6]=[C:5]2[NH:15][CH:16]([C:18]1[NH:22][C:21]2[CH:23]=[CH:24][C:25]([Cl:27])=[CH:26][C:20]=2[N:19]=1)[CH3:17].FC1C(OC(N(C)C)=[N+](C)C)=C(F)C(F)=C(F)C=1F.F[P-](F)(F)(F)(F)F.C(N(C(C)C)CC)(C)C.[CH3:63][O:64][C:65]([CH:67]1[CH2:71][CH2:70][CH2:69][NH:68]1)=[O:66]. Product: [Cl:1][C:2]1[CH:3]=[C:4]2[C:9](=[CH:10][C:11]=1[C:12]([N:68]1[CH2:69][CH2:70][CH2:71][CH:67]1[C:65]([O:64][CH3:63])=[O:66])=[O:14])[N:8]=[CH:7][N:6]=[C:5]2[NH:15][CH:16]([C:18]1[NH:22][C:21]2[CH:23]=[CH:24][C:25]([Cl:27])=[CH:26][C:20]=2[N:19]=1)[CH3:17]. The catalyst class is: 16.